This data is from Peptide-MHC class II binding affinity with 134,281 pairs from IEDB. The task is: Regression. Given a peptide amino acid sequence and an MHC pseudo amino acid sequence, predict their binding affinity value. This is MHC class II binding data. (1) The MHC is HLA-DPA10201-DPB10101 with pseudo-sequence HLA-DPA10201-DPB10101. The binding affinity (normalized) is 0.0192. The peptide sequence is LSQLQTYMIQFDQYI. (2) The peptide sequence is EKKAFAATQFEPLAA. The MHC is DRB1_0701 with pseudo-sequence DRB1_0701. The binding affinity (normalized) is 0.741. (3) The peptide sequence is AFKVAATAANAAPAF. The MHC is DRB1_0401 with pseudo-sequence DRB1_0401. The binding affinity (normalized) is 0.174.